Dataset: Catalyst prediction with 721,799 reactions and 888 catalyst types from USPTO. Task: Predict which catalyst facilitates the given reaction. Reactant: C(OC([N:8]1[CH2:12][CH2:11][CH2:10][C@H:9]1[C:13]1[NH:17][C:16]2[CH:18]=[C:19]([C:22]3[C:23]4[S:29][CH:28]=[C:27]([C:30]5[CH:35]=[CH:34][C:33]([C:36]6[N:37]=[C:38]([C@@H:41]7[CH2:45][CH2:44][CH2:43][N:42]7[C:46](=[O:56])[C@@H:47]([NH:51][C:52]([O:54][CH3:55])=[O:53])[CH:48]([CH3:50])[CH3:49])[NH:39][CH:40]=6)=[CH:32][CH:31]=5)[C:24]=4[S:25][CH:26]=3)[CH:20]=[CH:21][C:15]=2[N:14]=1)=O)(C)(C)C.[ClH:57]. Product: [ClH:57].[CH3:55][O:54][C:52](=[O:53])[NH:51][C@H:47]([C:46]([N:42]1[CH2:43][CH2:44][CH2:45][C@H:41]1[C:38]1[NH:37][C:36]([C:33]2[CH:32]=[CH:31][C:30]([C:27]3[C:24]4[S:25][CH:26]=[C:22]([C:19]5[CH:20]=[CH:21][C:15]6[N:14]=[C:13]([C@@H:9]7[CH2:10][CH2:11][CH2:12][NH:8]7)[NH:17][C:16]=6[CH:18]=5)[C:23]=4[S:29][CH:28]=3)=[CH:35][CH:34]=2)=[CH:40][N:39]=1)=[O:56])[CH:48]([CH3:50])[CH3:49]. The catalyst class is: 71.